From a dataset of Catalyst prediction with 721,799 reactions and 888 catalyst types from USPTO. Predict which catalyst facilitates the given reaction. (1) Reactant: [C:1]([OH:7])(=O)[CH2:2][CH2:3][C:4]#[CH:5].CCN=C=N[CH2:13][CH2:14][CH2:15][N:16]([CH3:18])C.C1C=CC2N(O)N=NC=2C=1.N1CCCC1.CCN(C(C)C)C(C)C. Product: [N:16]1([C:1](=[O:7])[CH2:2][CH2:3][C:4]#[CH:5])[CH2:15][CH2:14][CH2:13][CH2:18]1. The catalyst class is: 2. (2) Reactant: [Cl:1][C:2]1[CH:7]=[CH:6][C:5]([CH2:8][C:9]2[C:18]3[C:13](=[CH:14][CH:15]=[CH:16][CH:17]=3)[C:12](=[O:19])[N:11]([CH2:20][C@H:21]3[CH2:25][CH2:24][CH2:23][N:22]3[CH2:26][CH2:27][NH:28][C:29](=[O:35])[CH2:30][CH2:31][CH2:32][O:33][CH3:34])[N:10]=2)=[CH:4][CH:3]=1.Cl. Product: [ClH:1].[Cl:1][C:2]1[CH:7]=[CH:6][C:5]([CH2:8][C:9]2[C:18]3[C:13](=[CH:14][CH:15]=[CH:16][CH:17]=3)[C:12](=[O:19])[N:11]([CH2:20][C@H:21]3[CH2:25][CH2:24][CH2:23][N:22]3[CH2:26][CH2:27][NH:28][C:29](=[O:35])[CH2:30][CH2:31][CH2:32][O:33][CH3:34])[N:10]=2)=[CH:4][CH:3]=1. The catalyst class is: 5. (3) The catalyst class is: 174. Reactant: [C:1]([NH:5][C:6]([C:8]1[C:16]2[C:11](=[N:12][CH:13]=[C:14]([C:17]3[C:25]4[C:20](=[CH:21][C:22]([F:26])=[CH:23][CH:24]=4)[NH:19][N:18]=3)[N:15]=2)[N:10]([CH2:27][O:28][CH2:29][CH2:30][Si:31]([CH3:34])([CH3:33])[CH3:32])[CH:9]=1)=[O:7])([CH3:4])([CH3:3])[CH3:2].I[CH2:36][CH2:37][CH:38]1[CH2:41][N:40]([C:42]([O:44][C:45]([CH3:48])([CH3:47])[CH3:46])=[O:43])[CH2:39]1.C([O-])([O-])=O.[Cs+].[Cs+]. Product: [C:1]([NH:5][C:6]([C:8]1[C:16]2[C:11](=[N:12][CH:13]=[C:14]([C:17]3[C:25]4[C:20](=[CH:21][C:22]([F:26])=[CH:23][CH:24]=4)[N:19]([CH2:36][CH2:37][CH:38]4[CH2:41][N:40]([C:42]([O:44][C:45]([CH3:46])([CH3:48])[CH3:47])=[O:43])[CH2:39]4)[N:18]=3)[N:15]=2)[N:10]([CH2:27][O:28][CH2:29][CH2:30][Si:31]([CH3:34])([CH3:33])[CH3:32])[CH:9]=1)=[O:7])([CH3:4])([CH3:3])[CH3:2]. (4) Reactant: [C:1]([O-:4])(=[S:3])[CH3:2].[K+].[C:6]([O:10][C:11](=[O:29])[NH:12][C@H:13]([C:20](=[O:28])[NH:21][C:22]1[CH:27]=[CH:26][CH:25]=[CH:24][CH:23]=1)[CH2:14][CH2:15][CH2:16][CH2:17][CH2:18]Br)([CH3:9])([CH3:8])[CH3:7]. Product: [C:6]([O:10][C:11]([NH:12][C@H:13]([C:20](=[O:28])[NH:21][C:22]1[CH:27]=[CH:26][CH:25]=[CH:24][CH:23]=1)[CH2:14][CH2:15][CH2:16][CH2:17][CH2:18][S:3][C:1](=[O:4])[CH3:2])=[O:29])([CH3:7])([CH3:8])[CH3:9]. The catalyst class is: 14. (5) Reactant: [NH2:1][C:2]1[C:3]([F:35])=[C:4]([N:22]2[CH2:27][CH2:26][N:25](C(OC(C)(C)C)=O)[CH2:24][CH2:23]2)[CH:5]=[C:6]([N:8]([CH2:13][C:14]2[CH:19]=[CH:18][C:17]([O:20][CH3:21])=[CH:16][CH:15]=2)[C:9]([O:11][CH3:12])=[O:10])[CH:7]=1.[F:36][C:37]([F:42])([F:41])[C:38]([OH:40])=[O:39]. Product: [CH3:12][O:11][C:9](=[O:10])[N:8]([C:6]1[CH:5]=[C:4]([N:22]2[CH2:23][CH2:24][NH:25][CH2:26][CH2:27]2)[C:3]([F:35])=[C:2]([NH2:1])[CH:7]=1)[CH2:13][C:14]1[CH:19]=[CH:18][C:17]([O:20][CH3:21])=[CH:16][CH:15]=1.[C:38]([OH:40])([C:37]([F:42])([F:41])[F:36])=[O:39]. The catalyst class is: 344. (6) Reactant: [F:1][C:2]1[CH:7]=[C:6]([OH:8])[CH:5]=[C:4]([F:9])[C:3]=1[C:10]1[N:15]=[C:14]([C:16]([O:18][CH3:19])=[O:17])[CH:13]=[CH:12][C:11]=1[F:20].[CH2:21](O)[CH3:22].C1(P(C2C=CC=CC=2)C2C=CC=CC=2)C=CC=CC=1.N(C(OC(C)C)=O)=NC(OC(C)C)=O. Product: [CH2:21]([O:8][C:6]1[CH:5]=[C:4]([F:9])[C:3]([C:10]2[N:15]=[C:14]([C:16]([O:18][CH3:19])=[O:17])[CH:13]=[CH:12][C:11]=2[F:20])=[C:2]([F:1])[CH:7]=1)[CH3:22]. The catalyst class is: 1. (7) Reactant: [C:1]([C:3]1[CH:4]=[C:5]2[C:9](=[CH:10][CH:11]=1)[NH:8][CH:7]=[CH:6]2)#[N:2].[NH2:12][OH:13].Cl.C([O-])(O)=O.[Na+]. Product: [OH:13][NH:12][C:1]([C:3]1[CH:4]=[C:5]2[C:9](=[CH:10][CH:11]=1)[NH:8][CH:7]=[CH:6]2)=[NH:2]. The catalyst class is: 14.